From a dataset of Reaction yield outcomes from USPTO patents with 853,638 reactions. Predict the reaction yield, written as a fraction of the theoretical maximum amount of product (1.0 means a 100% yield; for example, 0.34 means a 34% yield). (1) The reactants are C(=O)([O-])[O-:2].[K+].[K+].CCC1C2CC(C(OC3C4C(=CC=CC=4)C(OC(C4C=CN=C5C=4C=C(OC)C=C5)C4N5CC(CC)C(CC5)C4)=NN=3)C3C=CN=C4C=3C=C(OC)C=C4)N(CC2)C1.CC(=C)C[O:68][C:69]1[CH:70]=[C:71]([OH:78])[CH:72]=[CH:73][C:74]=1[N+:75]([O-:77])=[O:76].S(S([O-])=O)([O-])(=O)=O.[Na+].[Na+].[C:89]([OH:93])([CH3:92])([CH3:91])[CH3:90]. The catalyst is O.[C-]#N.[C-]#N.[C-]#N.[C-]#N.[C-]#N.[C-]#N.[K+].[K+].[K+].[Fe+3].O.O.[O-][Os]([O-])(=O)=O.[K+].[K+].C(OCC)(=O)C. The product is [OH:78][C:71]1[CH:72]=[CH:73][C:74]([N+:75]([O-:77])=[O:76])=[C:69]([CH:70]=1)[O:68][CH2:90][C:89]([CH3:92])([OH:93])[CH2:91][OH:2]. The yield is 0.650. (2) The reactants are [Br:1][C:2]1[N:7]=[C:6]([NH:8][CH2:9][C:10]2[CH:11]=[C:12]3[C:17](=[CH:18][CH:19]=2)[N:16]=[CH:15][CH:14]=[CH:13]3)[C:5]([NH2:20])=[N:4][CH:3]=1.[N:21]([O-])=O.[Na+]. The catalyst is C(O)(=O)C.O. The product is [Br:1][C:2]1[N:7]=[C:6]2[N:8]([CH2:9][C:10]3[CH:11]=[C:12]4[C:17](=[CH:18][CH:19]=3)[N:16]=[CH:15][CH:14]=[CH:13]4)[N:21]=[N:20][C:5]2=[N:4][CH:3]=1. The yield is 0.470. (3) The reactants are [CH2:1]([NH:8][C:9]1[C:14]2=[C:15]([C:18]3[CH:23]=[CH:22][CH:21]=[CH:20][CH:19]=3)[CH:16]=[CH:17][N:13]2[N:12]=[C:11](Cl)[N:10]=1)[C:2]1[CH:7]=[CH:6][CH:5]=[CH:4][CH:3]=1.B1(C=C)OB([CH:31]=[CH2:32])OB(C=C)O1.C1C=CN=CC=1.C(=O)([O-])[O-].[Cs+].[Cs+]. The catalyst is O1CCOCC1.O. The product is [CH2:1]([NH:8][C:9]1[C:14]2=[C:15]([C:18]3[CH:23]=[CH:22][CH:21]=[CH:20][CH:19]=3)[CH:16]=[CH:17][N:13]2[N:12]=[C:11]([CH:31]=[CH2:32])[N:10]=1)[C:2]1[CH:7]=[CH:6][CH:5]=[CH:4][CH:3]=1. The yield is 0.342. (4) The reactants are [OH:1][C:2]1[CH:7]=[CH:6][C:5]([C:8](=[O:18])[CH2:9][C:10]2[CH:15]=[CH:14][C:13]([O:16][CH3:17])=[CH:12][CH:11]=2)=[CH:4][CH:3]=1.C(=O)([O-])[O-].[K+].[K+].[CH2:25](Cl)[C:26]1[CH:31]=[CH:30][CH:29]=[CH:28][CH:27]=1. The catalyst is C(#N)C. The product is [CH2:25]([O:1][C:2]1[CH:3]=[CH:4][C:5]([C:8](=[O:18])[CH2:9][C:10]2[CH:15]=[CH:14][C:13]([O:16][CH3:17])=[CH:12][CH:11]=2)=[CH:6][CH:7]=1)[C:26]1[CH:31]=[CH:30][CH:29]=[CH:28][CH:27]=1. The yield is 0.240. (5) The reactants are [CH3:1][C:2]1[N:7]([C:8]2[CH:13]=[CH:12][CH:11]=[C:10]([C:14]([F:17])([F:16])[F:15])[CH:9]=2)[C:6](=[O:18])[C:5](=O)[NH:4][CH:3]=1.[F-].[K+].P(Br)(Br)([Br:24])=O.C([O-])(O)=O.[Na+]. The catalyst is C(#N)C.O. The product is [Br:24][C:5]1[C:6](=[O:18])[N:7]([C:8]2[CH:13]=[CH:12][CH:11]=[C:10]([C:14]([F:17])([F:16])[F:15])[CH:9]=2)[C:2]([CH3:1])=[CH:3][N:4]=1. The yield is 0.860. (6) The reactants are [N:1]1[CH:9]=[C:8]2[C:4]([N:5]([CH2:10][C:11]3[CH:22]=[CH:21][C:14]4[N:15]=[C:16](S(C)=O)[S:17][C:13]=4[CH:12]=3)[CH:6]=[N:7]2)=[N:3][CH:2]=1.[NH2:23][C@@H:24]1[C:32]2[C:27](=[CH:28][CH:29]=[CH:30][CH:31]=2)[CH2:26][C@H:25]1[OH:33].CCN(C(C)C)C(C)C. The catalyst is CN1C(=O)CCC1. The product is [N:1]1[CH:9]=[C:8]2[C:4]([N:5]([CH2:10][C:11]3[CH:22]=[CH:21][C:14]4[N:15]=[C:16]([NH:23][C@@H:24]5[C:32]6[C:27](=[CH:28][CH:29]=[CH:30][CH:31]=6)[CH2:26][C@H:25]5[OH:33])[S:17][C:13]=4[CH:12]=3)[CH:6]=[N:7]2)=[N:3][CH:2]=1. The yield is 0.210. (7) The reactants are [Si:1]([O:18][CH2:19][C:20]1[C:25]([N:26]2[CH2:31][C@H:30]([CH3:32])[O:29][C@H:28]([CH3:33])[CH2:27]2)=[C:24]([F:34])[C:23]([F:35])=[CH:22][CH:21]=1)([C:14]([CH3:17])([CH3:16])[CH3:15])([C:8]1[CH:13]=[CH:12][CH:11]=[CH:10][CH:9]=1)[C:2]1[CH:7]=[CH:6][CH:5]=[CH:4][CH:3]=1.C([Li])(CC)C.[C:41](OCC)(=[O:47])[C:42]([O:44][CH2:45][CH3:46])=[O:43]. The catalyst is C1COCC1. The product is [Si:1]([O:18][CH2:19][C:20]1[C:25]([N:26]2[CH2:31][C@H:30]([CH3:32])[O:29][C@H:28]([CH3:33])[CH2:27]2)=[C:24]([F:34])[C:23]([F:35])=[C:22]([C:41](=[O:47])[C:42]([O:44][CH2:45][CH3:46])=[O:43])[CH:21]=1)([C:14]([CH3:16])([CH3:17])[CH3:15])([C:2]1[CH:7]=[CH:6][CH:5]=[CH:4][CH:3]=1)[C:8]1[CH:13]=[CH:12][CH:11]=[CH:10][CH:9]=1. The yield is 0.810.